This data is from Experimentally validated miRNA-target interactions with 360,000+ pairs, plus equal number of negative samples. The task is: Binary Classification. Given a miRNA mature sequence and a target amino acid sequence, predict their likelihood of interaction. The miRNA is hsa-miR-3622b-5p with sequence AGGCAUGGGAGGUCAGGUGA. The protein sequence of the target gene is MSESWQQPPQTQPQQPQPPQPQHHAEPPPALAEHTLPPGTAENPLGCAVYGILLQPDPGLQPPQHAPLQAAGEPGPKCGVCGHDLAHLSSPHEHQCLAGHDRSFQCTQCLKIFHQATDLLEHQCVQAEQKPFVCGVCKMGFSLLTSLAQHHSSHSGLVKCSICEKTYKPAEAAEPATTAAPSLPAAPAPSTVTPAEQADKPYSCPICQKPFKHLSELSRHERIHTGEKPYKCTLCDKSFSQSSHLVHHKRTHSSERPYKCAVCEKTFKHRSHLVRHMYAHSGEHHLFRCNVCELHFKESS.... Result: 0 (no interaction).